The task is: Binary Classification. Given a miRNA mature sequence and a target amino acid sequence, predict their likelihood of interaction.. This data is from Experimentally validated miRNA-target interactions with 360,000+ pairs, plus equal number of negative samples. (1) The miRNA is mmu-miR-1956 with sequence AGUCCAGGGCUGAGUCAGCGGA. The protein sequence of the target gene is MPLRDKYCQTDHHHHGCCEPVYILEPGDPPLLQQPVQTSKSGIQQIIECFRSGTKQLKHILLKDVDTIFECKLCRSLFRGLPNLITHKKFYCPPSLQMDDNLPDVNDKQSQAISDLLEAIYPRVDKREYIIKLEPIETNQNAVFQYISRTDNPAEVTESSSTPEQTEVQIQETSSEQLKAVPDADTEVEEAIEPPSIETVVDEAAAPTEEQPQESQADLETSDSSDLGHQLICCLCRKEFNSRRGVRRHIRKVHKKKMEELKKYIETRKTPNQSSKGRSKSVLVSLSRSCPVCCKSFATK.... Result: 0 (no interaction). (2) The miRNA is mmu-miR-1907 with sequence GAGCAGCAGAGGAUCUGGAGGU. The protein sequence of the target gene is MSSAAADHWAWLLVLSFVFGCNVLRILLPSFSSFMSRVLQKDAEQESQMRAEIQDMKQELSTVNMMDEFARYARLERKINKMTDKLKTHVKARTAQLAKIKWVISVAFYVLQAALMISLIWKYYSVPVAVVPSKWITPLDRLVAFPTRVAGGVGITCWILVCNKVVAIVLHPFS. Result: 0 (no interaction). (3) Result: 0 (no interaction). The protein sequence of the target gene is MDSAITLWQFLLQLLQEPQNEHMICWTSNNGEFKLLQAEEVARLWGIRKNKPNMNYDKLSRALRYYYVKNIIKKVNGQKFVYKFVSYPEILKMDPLTVGRIEGDCEALNSIETSSSKDVEYGGKERPPQPGAKTSSRNDYIHSGLYSSFTLNSLNTSNKKLFKSIKIENPAEKLAEKKAQEPTPSVIKFVTTPAKKPPIEPVAAAFATSPSLSPSSEETIQALETLVSPTLPSLETPASISILATTFNPTPPVPSTPLPLKEPPRTPSPPLSSNPDIDTDIESVASQPMELPENLSLEPK.... The miRNA is hsa-miR-1537-3p with sequence AAAACCGUCUAGUUACAGUUGU. (4) The miRNA is mmu-miR-676-5p with sequence ACUCUACAACCUUAGGACUUGC. The protein sequence of the target gene is MAEREVETGPRKRFEQKSDAVFDEIVENCGVMDTEMSEDTDHNLTPTLASMSYGMPNQTGSENSLLDEDDYFLNSGDLAGIPVVSSDNEDEQDCSSKDNLVSSVHTDGSLEVERRAAHQESDNENEIQIQNQLKKDFPKQFDQVSVFKSIRKDFCLVRENSKETFSGKEKNRDLTYHEREKRLDKPHKGLDSRLKSSFFDKAANQVEETLHTHLPQNPETNFRDSSYPFASKESIGSELGNSFASNIRIKEEPLDDEYDRAVAPQQGLLDRVKDEPDNAQEYSHGQQQKTQEGELKISAV.... Result: 0 (no interaction). (5) The miRNA is hsa-miR-3685 with sequence UUUCCUACCCUACCUGAAGACU. The protein sequence of the target gene is MGSDVRDLNALLPAVPSLGGGGGCALPVSGAAQWAPVLDFAPPGASAYGSLGGPAPPPAPPPPPPPPPHSFIKQEPSWGGAEPHEEQCLSAFTVHFSGQFTGTAGACRYGPFGPPPPSQASSGQARMFPNAPYLPSCLESQPAIRNQGYSTVTFDGTPSYGHTPSHHAAQFPNHSFKHEDPMGQQGSLGEQQYSVPPPVYGCHTPTDSCTGSQALLLRTPYSSDNLYQMTSQLECMTWNQMNLGATLKGVAAGSSSSVKWTEGQSNHSTGYESDNHTTPILCGAQYRIHTHGVFRGIQDV.... Result: 1 (interaction).